From a dataset of PAMPA (Parallel Artificial Membrane Permeability Assay) permeability data from NCATS. Regression/Classification. Given a drug SMILES string, predict its absorption, distribution, metabolism, or excretion properties. Task type varies by dataset: regression for continuous measurements (e.g., permeability, clearance, half-life) or binary classification for categorical outcomes (e.g., BBB penetration, CYP inhibition). Dataset: pampa_ncats. (1) The drug is C1=CC=C(C=C1)C2=CSC(=N2)NC(=O)CCC(=O)O. The result is 0 (low-to-moderate permeability). (2) The compound is C1CN(CCN1)C2=CC(=O)N3C(=N2)SC(=N3)C4=CC(=CN=C4)NC(=O)CN. The result is 0 (low-to-moderate permeability). (3) The drug is COC(=O)C1=CC=CC=C1C(=O)NC2=NC(=CS2)C3=CC=CC=C3. The result is 1 (high permeability). (4) The compound is CN1C=C(C(=N1)C2C3=C(CCCC3=O)NC(=N2)NC4=NC5=CC=CC=C5O4)Br. The result is 1 (high permeability).